From a dataset of Forward reaction prediction with 1.9M reactions from USPTO patents (1976-2016). Predict the product of the given reaction. Given the reactants [CH:1]([O:4][C:5]([N:7]1[CH:12]([CH2:13][CH3:14])[CH2:11][CH:10]([NH2:15])[CH2:9][CH:8]1[CH2:16][CH3:17])=[O:6])([CH3:3])[CH3:2].[Br:18][C:19]1[CH:20]=[N:21][C:22](Cl)=[N:23][CH:24]=1.C(N(CC)C(C)C)(C)C.O, predict the reaction product. The product is: [CH:1]([O:4][C:5]([N:7]1[CH:12]([CH2:13][CH3:14])[CH2:11][CH:10]([NH:15][C:22]2[N:23]=[CH:24][C:19]([Br:18])=[CH:20][N:21]=2)[CH2:9][CH:8]1[CH2:16][CH3:17])=[O:6])([CH3:2])[CH3:3].